This data is from Merck oncology drug combination screen with 23,052 pairs across 39 cell lines. The task is: Regression. Given two drug SMILES strings and cell line genomic features, predict the synergy score measuring deviation from expected non-interaction effect. (1) Drug 1: COC1CC2CCC(C)C(O)(O2)C(=O)C(=O)N2CCCCC2C(=O)OC(C(C)CC2CCC(OP(C)(C)=O)C(OC)C2)CC(=O)C(C)C=C(C)C(O)C(OC)C(=O)C(C)CC(C)C=CC=CC=C1C. Drug 2: CCc1c2c(nc3ccc(O)cc13)-c1cc3c(c(=O)n1C2)COC(=O)C3(O)CC. Cell line: UACC62. Synergy scores: synergy=16.2. (2) Drug 1: CC(=O)OC1C(=O)C2(C)C(O)CC3OCC3(OC(C)=O)C2C(OC(=O)c2ccccc2)C2(O)CC(OC(=O)C(O)C(NC(=O)c3ccccc3)c3ccccc3)C(C)=C1C2(C)C. Drug 2: CC1(c2nc3c(C(N)=O)cccc3[nH]2)CCCN1. Cell line: VCAP. Synergy scores: synergy=8.55. (3) Drug 1: CCC1=CC2CN(C1)Cc1c([nH]c3ccccc13)C(C(=O)OC)(c1cc3c(cc1OC)N(C)C1C(O)(C(=O)OC)C(OC(C)=O)C4(CC)C=CCN5CCC31C54)C2. Synergy scores: synergy=-6.01. Drug 2: C=CCn1c(=O)c2cnc(Nc3ccc(N4CCN(C)CC4)cc3)nc2n1-c1cccc(C(C)(C)O)n1. Cell line: SKMEL30. (4) Drug 1: Cn1c(=O)n(-c2ccc(C(C)(C)C#N)cc2)c2c3cc(-c4cnc5ccccc5c4)ccc3ncc21. Drug 2: CCc1cnn2c(NCc3ccc[n+]([O-])c3)cc(N3CCCCC3CCO)nc12. Cell line: COLO320DM. Synergy scores: synergy=28.3. (5) Drug 1: CN1C(=O)C=CC2(C)C3CCC4(C)C(NC(=O)OCC(F)(F)F)CCC4C3CCC12. Drug 2: Cn1c(=O)n(-c2ccc(C(C)(C)C#N)cc2)c2c3cc(-c4cnc5ccccc5c4)ccc3ncc21. Cell line: UACC62. Synergy scores: synergy=8.34.